This data is from Full USPTO retrosynthesis dataset with 1.9M reactions from patents (1976-2016). The task is: Predict the reactants needed to synthesize the given product. (1) Given the product [C:20]([C:17]1[CH:16]=[CH:15][C:14]([CH2:13][C:9]2[S:10][C:11]3[C:6]([C:7](=[O:34])[C:8]=2[C:24]2[CH:33]=[CH:32][C:27]([C:28]([OH:30])=[O:29])=[CH:26][CH:25]=2)=[CH:5][CH:4]=[C:3]([OH:2])[CH:12]=3)=[CH:19][CH:18]=1)([OH:22])=[O:21], predict the reactants needed to synthesize it. The reactants are: C[O:2][C:3]1[CH:12]=[C:11]2[C:6]([C:7](=[O:34])[C:8]([C:24]3[CH:33]=[CH:32][C:27]([C:28]([O:30]C)=[O:29])=[CH:26][CH:25]=3)=[C:9]([CH2:13][C:14]3[CH:19]=[CH:18][C:17]([C:20]([O:22]C)=[O:21])=[CH:16][CH:15]=3)[S:10]2)=[CH:5][CH:4]=1.[Cl-].[Cl-].[Cl-].[Al+3]. (2) Given the product [Cl:19][C:17]1[CH:16]=[CH:15][C:14]2[N:8]([CH2:7][C:6]([CH3:44])([CH3:45])[CH2:5][OH:4])[C:9](=[O:43])[C@@H:10]([CH2:30][C:31]3[S:32][CH:33]=[C:34]([CH2:36][CH2:37][C:38]([OH:40])=[O:39])[N:35]=3)[O:11][C@H:12]([C:20]3[CH:25]=[CH:24][CH:23]=[C:22]([O:26][CH3:27])[C:21]=3[O:28][CH3:29])[C:13]=2[CH:18]=1, predict the reactants needed to synthesize it. The reactants are: C([O:4][CH2:5][C:6]([CH3:45])([CH3:44])[CH2:7][N:8]1[C:14]2[CH:15]=[CH:16][C:17]([Cl:19])=[CH:18][C:13]=2[C@@H:12]([C:20]2[CH:25]=[CH:24][CH:23]=[C:22]([O:26][CH3:27])[C:21]=2[O:28][CH3:29])[O:11][C@H:10]([CH2:30][C:31]2[S:32][CH:33]=[C:34]([CH2:36][CH2:37][C:38]([O:40]CC)=[O:39])[N:35]=2)[C:9]1=[O:43])(=O)C.[OH-].[Na+].C(O)C.Cl. (3) Given the product [CH3:17][O:16][C:13]1[CH:14]=[CH:15][C:10]([CH2:9][N:8]([CH2:7][C:6]2[CH:5]=[CH:4][C:3]([O:2][CH3:1])=[CH:19][CH:18]=2)[S:29]([CH2:27][CH3:28])(=[O:31])=[O:30])=[CH:11][CH:12]=1, predict the reactants needed to synthesize it. The reactants are: [CH3:1][O:2][C:3]1[CH:19]=[CH:18][C:6]([CH2:7][NH:8][CH2:9][C:10]2[CH:15]=[CH:14][C:13]([O:16][CH3:17])=[CH:12][CH:11]=2)=[CH:5][CH:4]=1.CCN(CC)CC.[CH2:27]([S:29](Cl)(=[O:31])=[O:30])[CH3:28]. (4) Given the product [C:12]([O:16][C:17]([N:19]1[CH2:24][CH2:23][C:22]([C:2]2[S:3][C:4]3[CH:10]=[CH:9][CH:8]=[C:7]([CH3:11])[C:5]=3[N:6]=2)=[CH:21][CH:20]1[CH3:32])=[O:18])([CH3:15])([CH3:13])[CH3:14], predict the reactants needed to synthesize it. The reactants are: Cl[C:2]1[S:3][C:4]2[CH:10]=[CH:9][CH:8]=[C:7]([CH3:11])[C:5]=2[N:6]=1.[C:12]([O:16][C:17]([N:19]1[CH2:24][CH2:23][C:22](S(C(F)(F)F)(=O)=O)=[CH:21][CH:20]1[CH3:32])=[O:18])([CH3:15])([CH3:14])[CH3:13].C[Sn](C)C.C[Sn](C)C.[Cl-].[Li+]. (5) Given the product [CH2:21]([O:23][C:24]([C:25]1[CH:26]=[CH:2][N:20]2[CH:19]=[CH:18][S:17][C:16]=12)=[O:27])[CH3:22], predict the reactants needed to synthesize it. The reactants are: F[C:2](F)(F)S(OC[Si](C)(C)C)(=O)=O.CS[C:16]1[S:17][CH:18]=[CH:19][N:20]=1.[CH2:21]([O:23][C:24](=[O:27])[C:25]#[CH:26])[CH3:22].[F-].[Cs+]. (6) Given the product [F:12][C:13]1([F:17])[CH2:16][N:15]([CH2:9][C:8]#[CH:7])[CH2:14]1, predict the reactants needed to synthesize it. The reactants are: C(=O)([O-])[O-].[K+].[K+].[CH2:7](Br)[C:8]#[CH:9].Cl.[F:12][C:13]1([F:17])[CH2:16][NH:15][CH2:14]1. (7) Given the product [F:28][C:25]1[CH:26]=[CH:27][C:22]([O:21][CH2:20][CH2:19][CH2:18][N:15]2[CH2:14][CH2:13][C@H:12]3[N:8]4[C:9]5[C:4](=[CH:3][CH:2]=[CH:1][C:10]=5[C@H:11]3[CH2:16]2)[CH2:5][CH2:6][CH2:7]4)=[CH:23][CH:24]=1, predict the reactants needed to synthesize it. The reactants are: [CH:1]1[C:10]2[C@H:11]3[CH2:16][NH:15][CH2:14][CH2:13][C@H:12]3[N:8]3[C:9]=2[C:4]([CH2:5][CH2:6][CH2:7]3)=[CH:3][CH:2]=1.Cl[CH2:18][CH2:19][CH2:20][O:21][C:22]1[CH:27]=[CH:26][C:25]([F:28])=[CH:24][CH:23]=1.C([O-])([O-])=O.[K+].[K+]. (8) The reactants are: [CH3:1][O:2][C:3]1[CH:4]=[C:5]2[C:9](=[CH:10][CH:11]=1)[NH:8][C:7]1[C:12](=O)[CH2:13][CH2:14][CH2:15][CH2:16][C:6]2=1.Cl.[NH2:19][OH:20].C([O-])(=O)C.[Na+]. Given the product [CH3:1][O:2][C:3]1[CH:4]=[C:5]2[C:9](=[CH:10][CH:11]=1)[NH:8][C:7]1[C:12](=[N:19][OH:20])[CH2:13][CH2:14][CH2:15][CH2:16][C:6]2=1, predict the reactants needed to synthesize it.